From a dataset of Full USPTO retrosynthesis dataset with 1.9M reactions from patents (1976-2016). Predict the reactants needed to synthesize the given product. (1) Given the product [CH2:5]([O:4][C:2]([N:18]1[C:17]2[CH:16]=[C:15]([CH3:23])[CH:14]=[C:13]([Br:12])[C:22]=2[O:21][CH2:20][CH2:19]1)=[O:3])[C:6]1[CH:11]=[CH:10][CH:9]=[CH:8][CH:7]=1, predict the reactants needed to synthesize it. The reactants are: Cl[C:2]([O:4][CH2:5][C:6]1[CH:11]=[CH:10][CH:9]=[CH:8][CH:7]=1)=[O:3].[Br:12][C:13]1[C:22]2[O:21][CH2:20][CH2:19][NH:18][C:17]=2[CH:16]=[C:15]([CH3:23])[CH:14]=1.N1C=CC=CC=1.Cl. (2) Given the product [Cl:27][C:23]1[C:22]([F:28])=[C:21]([C@H:17]2[C@H:18]([CH2:19][OH:20])[N:14]([CH2:13][CH2:12][CH2:11][C:8]3[CH:9]=[CH:10][C:5]([C:4]([OH:44])=[O:3])=[CH:6][CH:7]=3)[C@@H:15]([CH2:39][C:40]([CH3:43])([CH3:42])[CH3:41])[C@@:16]2([C:31]2[CH:36]=[CH:35][C:34]([Cl:37])=[CH:33][C:32]=2[F:38])[C:29]#[N:30])[CH:26]=[CH:25][CH:24]=1, predict the reactants needed to synthesize it. The reactants are: C([O:3][C:4](=[O:44])[C:5]1[CH:10]=[CH:9][C:8]([CH2:11][CH2:12][CH2:13][N:14]2[C@@H:18]([CH2:19][OH:20])[C@H:17]([C:21]3[CH:26]=[CH:25][CH:24]=[C:23]([Cl:27])[C:22]=3[F:28])[C@:16]([C:31]3[CH:36]=[CH:35][C:34]([Cl:37])=[CH:33][C:32]=3[F:38])([C:29]#[N:30])[C@@H:15]2[CH2:39][C:40]([CH3:43])([CH3:42])[CH3:41])=[CH:7][CH:6]=1)C.[OH-].[K+]. (3) Given the product [Br:16][C:6]1[CH:5]=[CH:4][C:3]([O:2][CH3:1])=[C:12]2[C:7]=1[CH:8]=[CH:9][C:10]([CH:13]([CH3:15])[CH3:14])=[N:11]2, predict the reactants needed to synthesize it. The reactants are: [CH3:1][O:2][C:3]1[CH:4]=[CH:5][CH:6]=[C:7]2[C:12]=1[N:11]=[C:10]([CH:13]([CH3:15])[CH3:14])[CH:9]=[CH:8]2.[Br:16]Br.S([O-])([O-])(=O)=S.[Na+].[Na+].C(=O)([O-])O.[Na+]. (4) Given the product [N:67]1([C:73]2[CH:79]=[CH:78][C:76]([NH:12][C:15]([C:17]3[O:18][C:19]4[C:24]([C:25](=[O:27])[CH:26]=3)=[CH:23][C:22]([O:42][CH3:38])=[CH:21][C:20]=4[N:28]3[CH2:29][CH2:30][N:31]([CH3:34])[CH2:32][CH2:33]3)=[O:16])=[CH:75][CH:74]=2)[CH2:72][CH2:71][O:70][CH2:69][CH2:68]1, predict the reactants needed to synthesize it. The reactants are: COC1C=CC=CC=1N1CC[N:12]([C:15]([C:17]2[O:18][C:19]3[C:24]([C:25](=[O:27])[CH:26]=2)=[CH:23][CH:22]=[CH:21][C:20]=3[N:28]2[CH2:33][CH2:32][N:31]([CH3:34])[CH2:30][CH2:29]2)=[O:16])CC1.CN([C:38]([O:42]N1N=NC2C=CC=CC1=2)=[N+](C)C)C.[B-](F)(F)(F)F.OS1C2C=CC=CC=2N=C1.[N:67]1([C:73]2[CH:79]=[CH:78][C:76](N)=[CH:75][CH:74]=2)[CH2:72][CH2:71][O:70][CH2:69][CH2:68]1. (5) Given the product [NH2:45][C:41]1[N:40]=[CH:39][N:38]=[C:37]2[C:42]=1[N:43]=[CH:44][N:36]2[C@@H:29]([CH2:30][CH2:31][CH2:32][CH2:33][CH2:34][CH3:35])[C@H:27]([OH:26])[CH3:28], predict the reactants needed to synthesize it. The reactants are: [F-].C([N+](CCCC)(CCCC)CCCC)CCC.[Si]([O:26][C@@H:27]([C@@H:29]([N:36]1[CH:44]=[N:43][C:42]2[C:37]1=[N:38][CH:39]=[N:40][C:41]=2[NH2:45])[CH2:30][CH2:31][CH2:32][CH2:33][CH2:34][CH3:35])[CH3:28])(C(C)(C)C)(C)C.ClCCl.CO. (6) Given the product [CH3:7][O:6][C:4](=[O:5])[CH2:3][CH:2]([NH:1][CH2:18][C@H:17]([OH:19])[CH2:16][O:9][C:10]1[CH:15]=[CH:14][CH:13]=[CH:12][CH:11]=1)[CH3:8], predict the reactants needed to synthesize it. The reactants are: [NH2:1][CH:2]([CH3:8])[CH2:3][C:4]([O:6][CH3:7])=[O:5].[O:9]([CH2:16][C@H:17]1[O:19][CH2:18]1)[C:10]1[CH:15]=[CH:14][CH:13]=[CH:12][CH:11]=1.FC(F)(F)S([O-])(=O)=O.[Yb+3].FC(F)(F)S([O-])(=O)=O.FC(F)(F)S([O-])(=O)=O. (7) Given the product [NH2:12][C:4]1[C:3]([O:2][CH3:1])=[CH:11][CH:10]=[CH:9][C:5]=1[C:6]([O:8][CH2:18][CH3:19])=[O:7], predict the reactants needed to synthesize it. The reactants are: [CH3:1][O:2][C:3]1[CH:11]=[CH:10][CH:9]=[C:5]([C:6]([OH:8])=[O:7])[C:4]=1[NH2:12].C[Si](Cl)(C)C.[CH3:18][CH2:19]O. (8) Given the product [ClH:3].[Cl:33][C:30]1[CH:31]=[CH:32][C:27]([C:24]2[N:25]=[CH:26][C:21]([C:19]([NH:18][CH:14]3[CH2:15][CH2:16][CH2:17][NH:12][CH2:13]3)=[O:20])=[N:22][C:23]=2[C:34]2[CH:35]=[CH:36][C:37]([Cl:40])=[CH:38][CH:39]=2)=[CH:28][CH:29]=1, predict the reactants needed to synthesize it. The reactants are: S(Cl)([Cl:3])=O.C(OC([N:12]1[CH2:17][CH2:16][CH2:15][CH:14]([NH:18][C:19]([C:21]2[CH:26]=[N:25][C:24]([C:27]3[CH:32]=[CH:31][C:30]([Cl:33])=[CH:29][CH:28]=3)=[C:23]([C:34]3[CH:39]=[CH:38][C:37]([Cl:40])=[CH:36][CH:35]=3)[N:22]=2)=[O:20])[CH2:13]1)=O)(C)(C)C. (9) Given the product [C:1]([C:5]1[CH:10]=[CH:9][C:8]([S:11]([NH:14][C:20]2[C:21]([O:22][C:23]3[CH:28]=[CH:27][CH:26]=[CH:25][C:24]=3[O:29][CH3:30])=[C:16]([Cl:15])[N:17]=[C:18]([C:32]3[N:37]=[CH:36][CH:35]=[CH:34][N:33]=3)[N:19]=2)(=[O:12])=[O:13])=[CH:7][CH:6]=1)([CH3:4])([CH3:2])[CH3:3], predict the reactants needed to synthesize it. The reactants are: [C:1]([C:5]1[CH:10]=[CH:9][C:8]([S:11]([NH2:14])(=[O:13])=[O:12])=[CH:7][CH:6]=1)([CH3:4])([CH3:3])[CH3:2].[Cl:15][C:16]1[C:21]([O:22][C:23]2[CH:28]=[CH:27][CH:26]=[CH:25][C:24]=2[O:29][CH3:30])=[C:20](Cl)[N:19]=[C:18]([C:32]2[N:37]=[CH:36][CH:35]=[CH:34][N:33]=2)[N:17]=1.C(=O)([O-])[O-].[K+].[K+].Cl.